From a dataset of Full USPTO retrosynthesis dataset with 1.9M reactions from patents (1976-2016). Predict the reactants needed to synthesize the given product. (1) The reactants are: [CH3:1][CH:2]([CH2:9][CH2:10][CH3:11])[CH:3]([OH:8])[CH2:4][N+:5]([O-:7])=[O:6].[C:12](OC(=O)C)(=[O:14])[CH3:13]. Given the product [CH3:1][CH:2]([CH2:9][CH2:10][CH3:11])[CH:3]([O:8][C:12](=[O:14])[CH3:13])[CH2:4][N+:5]([O-:7])=[O:6], predict the reactants needed to synthesize it. (2) Given the product [N+:18]([C:12]1[CH:11]=[CH:10][C:9]2[N:8]([C:21](=[O:23])[CH3:22])[C:7]3[C:16]([S:15][C:14]=2[CH:13]=1)=[CH:17][C:4]([N+:1]([O-:3])=[O:2])=[CH:5][CH:6]=3)([O-:20])=[O:19], predict the reactants needed to synthesize it. The reactants are: [N+:1]([C:4]1[CH:5]=[CH:6][C:7]2[NH:8][C:9]3[C:14]([S:15][C:16]=2[CH:17]=1)=[CH:13][C:12]([N+:18]([O-:20])=[O:19])=[CH:11][CH:10]=3)([O-:3])=[O:2].[C:21](OC(=O)C)(=[O:23])[CH3:22].C(N(CC)CC)C. (3) Given the product [CH3:48][C:26]1[C:25]([C:7]2[CH:6]=[C:5]([CH:10]=[CH:9][CH:8]=2)[C:3]([O:2][CH3:1])=[O:4])=[C:33]2[N:28]([C:27]=1[C:34]([C:36]1[CH:37]=[C:38]3[C:43](=[CH:44][CH:45]=1)[N:42]=[C:41]([CH3:46])[NH:40][C:39]3=[O:47])=[O:35])[CH:29]=[CH:30][CH:31]=[CH:32]2, predict the reactants needed to synthesize it. The reactants are: [CH3:1][O:2][C:3]([C:5]1[CH:6]=[C:7](B(O)O)[CH:8]=[CH:9][CH:10]=1)=[O:4].O.O.P([O-])([O-])([O-])=O.[K+].[K+].[K+].Br[C:25]1[C:26]([CH3:48])=[C:27]([C:34]([C:36]2[CH:37]=[C:38]3[C:43](=[CH:44][CH:45]=2)[N:42]=[C:41]([CH3:46])[NH:40][C:39]3=[O:47])=[O:35])[N:28]2[C:33]=1[CH:32]=[CH:31][CH:30]=[CH:29]2. (4) The reactants are: [Cl:1][C:2]1[CH:3]=[C:4]([C:22]2[CH2:23][CH2:24][C:25](=[O:28])[NH:26][N:27]=2)[CH:5]=[CH:6][C:7]=1[O:8][CH2:9][CH2:10][C:11]1[CH:16]=[CH:15][C:14]([O:17][CH2:18][CH:19]2[CH2:21][O:20]2)=[CH:13][CH:12]=1.[CH:29]([NH2:32])([CH3:31])[CH3:30]. Given the product [Cl:1][C:2]1[CH:3]=[C:4]([C:22]2[CH2:23][CH2:24][C:25](=[O:28])[NH:26][N:27]=2)[CH:5]=[CH:6][C:7]=1[O:8][CH2:9][CH2:10][C:11]1[CH:16]=[CH:15][C:14]([O:17][CH2:18][CH:19]([OH:20])[CH2:21][NH:32][CH:29]([CH3:31])[CH3:30])=[CH:13][CH:12]=1, predict the reactants needed to synthesize it. (5) The reactants are: [CH3:1][O:2][C:3]1[CH:17]=[C:16]([CH:18]([CH3:40])[C:19](=[O:39])[NH:20][CH2:21][C:22]2[C:23]([C:32]3[CH:33]=[C:34]([CH3:38])[CH:35]=[CH:36][CH:37]=3)=[N:24][C:25]([C:28]([F:31])([F:30])[F:29])=[CH:26][CH:27]=2)[CH:15]=[CH:14][C:4]=1[CH2:5][NH:6]C(=O)OC(C)(C)C.FC(F)(F)C(O)=O.C([O-])(O)=O.[Na+]. Given the product [NH2:6][CH2:5][C:4]1[CH:14]=[CH:15][C:16]([CH:18]([CH3:40])[C:19]([NH:20][CH2:21][C:22]2[C:23]([C:32]3[CH:33]=[C:34]([CH3:38])[CH:35]=[CH:36][CH:37]=3)=[N:24][C:25]([C:28]([F:29])([F:30])[F:31])=[CH:26][CH:27]=2)=[O:39])=[CH:17][C:3]=1[O:2][CH3:1], predict the reactants needed to synthesize it. (6) Given the product [CH3:14][S:15]([OH:18])(=[O:17])=[O:16].[CH:1]#[C:2][CH2:3][NH:4][C@H:5]1[C:9]2[CH:10]=[CH:11][CH:12]=[CH:13][C:8]=2[CH2:7][CH2:6]1, predict the reactants needed to synthesize it. The reactants are: [CH:1]#[C:2][CH2:3][NH:4][C@H:5]1[C:9]2[CH:10]=[CH:11][CH:12]=[CH:13][C:8]=2[CH2:7][CH2:6]1.[CH3:14][S:15]([OH:18])(=[O:17])=[O:16]. (7) The reactants are: [F:1][C:2]([F:28])([F:27])[O:3][C:4]1[CH:9]=[CH:8][C:7]([N:10]2[CH:14]=[N:13][C:12]([C:15]3[CH:26]=[CH:25][C:18]([CH2:19][CH2:20][NH:21][CH2:22][CH:23]=[CH2:24])=[CH:17][CH:16]=3)=[N:11]2)=[CH:6][CH:5]=1.[N+](C1C=CC([CH:38]2[S:42]/[C:41](=[N:43]\[C:44](=O)[O-:45])/[N:40]([C:47]3[CH:52]=[C:51]([CH3:53])[CH:50]=[CH:49][C:48]=3[CH:54]([CH3:56])[CH3:55])[C:39]2=[O:57])=CC=1)([O-])=O. Given the product [CH2:22]([N:21]([CH2:20][CH2:19][C:18]1[CH:25]=[CH:26][C:15]([C:12]2[N:13]=[CH:14][N:10]([C:7]3[CH:6]=[CH:5][C:4]([O:3][C:2]([F:1])([F:27])[F:28])=[CH:9][CH:8]=3)[N:11]=2)=[CH:16][CH:17]=1)[C:44](/[N:43]=[C:41]1\[S:42][CH2:38][C:39](=[O:57])[N:40]\1[C:47]1[CH:52]=[C:51]([CH3:53])[CH:50]=[CH:49][C:48]=1[CH:54]([CH3:55])[CH3:56])=[O:45])[CH:23]=[CH2:24], predict the reactants needed to synthesize it.